From a dataset of Experimentally validated miRNA-target interactions with 360,000+ pairs, plus equal number of negative samples. Binary Classification. Given a miRNA mature sequence and a target amino acid sequence, predict their likelihood of interaction. (1) The miRNA is hsa-miR-6501-3p with sequence CCAGAGCAGCCUGCGGUAACAGU. The protein sequence of the target gene is MASPSGKGARALEAPGCGPRPLARDLVDSVDDAEGLYVAVERCPLCNTTRRRLTCAKCVQSGDFVYFDGRDRERFIDKKERLSRLKSKQEEFQKEVLKAMEGKWITDQLRWKIMSCKMRIEQLKQTICKGNEEMEKNSEGLLKTKEKNQKLYSRAQRHQEKKEKIQRHNRKLGDLVEKKTIDLRSHYERLANLRRSHILELTSVIFPIEEVKTGVRDPADVSSESDSAMTSSTVSKLAEARRTTYLSGRWVCDDHNGDTSISITGPWISLPNNGDYSAYYSWVEEKKTTQGPDMEQSNPA.... Result: 1 (interaction). (2) The miRNA is mmu-miR-494-3p with sequence UGAAACAUACACGGGAAACCUC. The protein sequence of the target gene is MAATKRKRRGGFAVQAKKPKRNEIDAEPPAKRHATAEEVEEEERDRIPGPVCKGKWKNKERILIFSSRGINFRTRHLMQDLRMLMPHSKADTKMDRKDKLFVINEVCEMKNCNKCIYFEAKKKQDLYMWLSNSPHGPSAKFLVQNIHTLAELKMTGNCLKGSRPLLSFDPAFDELPHYALLKELLIQIFSTPRYHPKSQPFVDHVFTFTILDNRIWFRNFQIIEEDAALVEIGPRFVLNLIKIFQGSFGGPTLYENPHYQSPNMHRRVIRSITAAKYREKQQVKDVQKLRKKEPKTLLPH.... Result: 0 (no interaction). (3) The miRNA is mmu-miR-669f-5p with sequence AGUUGUGUGUGCAUGUGCAUGUGU. The protein sequence of the target gene is MAAAGLALLCRRVSSALKSSRSLITPQVPACTGFFLSLLPKSTPNVTSFHQYRLLHTTLSRKGLEEFFDDPKNWGQEKVKSGAAWTCQQLRNKSNEDLHKLWYVLLKERNMLLTLEQEAKRQRLPMPSPERLDKVVDSMDALDKVVQEREDALRLLQTGQERARPGAWRRDIFGRIIWHKFKQWVIPWHLNKRYNRKRFFALPYVDHFLRLEREKRARIKARKENLERKKAKILLKKFPHLAEAQKSSLV. Result: 0 (no interaction). (4) The miRNA is mmu-miR-466i-3p with sequence AUACACACACACAUACACACUA. The protein sequence of the target gene is MAAESGELIGACEFMKDRLYFATLRNRPKSTINIHYFSIDEELVYENFYADFGPLNLAMVYRYCCKLNKKLKSYSLSRKKIVHYTSFDQRKRANAAFLIGAYAVIYLKKTPEEAYRALLSGSNPPYLPFRDASFGNCTYNLTVLDCLQGIRKGLQHGFFDFETFDAEEYEHYERVENGDFNWIVPGKFLAFSGPHPKSKIENGYPLHAPEAYFPYFKKNNVTTIVRLNKKIYEAKRFTDAGFEHYDLFFIDGSTPSDNIVRRFLNICENTEGAIAVHCKAGLGRTGTLIACYVMKHYRFT.... Result: 1 (interaction). (5) The miRNA is mmu-miR-6344 with sequence GUUUUCCUACUGUUUCCCUUUU. The protein sequence of the target gene is MNLHQVLTGAVNPGDHCFAVGSVGEQRFTAYASGCDIVILGSNFERLQIIPGAKHGNIQVGCVDCSMQQGKIAASYGNVISVFEPVSLPKKRKNLEFYSQWQKSGQFFLDSIAHNITWDPAGNRLLTGSSCLQLWCNSRKQTEDENPDKTDLNFGNWMCIWHCKTASQVHLMKFSPDGEFFATAGKDDCLLKVWYNVENWRPAVTSPDKNSEKQSQGEIDFSFVYLAHPRAVNGFSWRKTSKYMPRASVCNVLLTCCKDNVCRLWVETFLPNDCFLYGSDCNHWCEPVSLTNNLKRNASS.... Result: 0 (no interaction). (6) The miRNA is hsa-miR-93-5p with sequence CAAAGUGCUGUUCGUGCAGGUAG. The protein sequence of the target gene is MSWGTELWDQFDSLDKHTQWGIDFLERYAKFVKERIEIEQNYAKQLRNLVKKYCPKRSSKDEEPRFTSCVAFFNILNELNDYAGQREVVAEEMAHRVYGELMRYAHDLKTERKMHLQEGRKAQQYLDMCWKQMDNSKKKFERECREAEKAQQSYERLDNDTNATKADVEKAKQQLNLRTHMADENKNEYAAQLQNFNGEQHKHFYVVIPQIYKQLQEMDERRTIKLSECYRGFADSERKVIPIISKCLEGMILAAKSVDERRDSQMVVDSFKSGFEPPGDFPFEDYSQHIYRTISDGTIS.... Result: 1 (interaction). (7) The miRNA is hsa-miR-5583-3p with sequence GAAUAUGGGUAUAUUAGUUUGG. The protein sequence of the target gene is MAAVWQQVLAVDARYNAYRTPTFPQFRTQYIRRRSQLLRENAKAGHPPALRRQYLRLRGQLLGQRYGPLSEPGSARAYSNSIVRSSRTTLDRMEDFEDDPRALGARGHRRSVSRGSYQLQAQMNRAVYEDRPPGSVVPTSAAEASRAMAGDTSLSENYAFAGMYHVFDQHVDEAVPRVRFANDDRHRLACCSLDGSISLCQLVPAPPTVLRVLRGHTRGVSDFAWSLSNDILVSTSLDATMRIWASEDGRCIREIPDPDSAELLCCTFQPVNNNLTVVGNAKHNVHVMNISTGKKVKGGS.... Result: 1 (interaction). (8) The miRNA is mmu-miR-1907 with sequence GAGCAGCAGAGGAUCUGGAGGU. The protein sequence of the target gene is MSTICPPPSPAVAKTEIALSGESPLLAATFAYWDNILGPRVRHIWAPKTDQVLLSDGEITFLANHTLNGEILRNAESGAIDVKFFVLSEKGVIIVSLIFDGNWNGDRSTYGLSIILPQTELSFYLPLHRVCVDRLTHIIRKGRIWMHKERQENVQKIVLEGTERMEDQGQSIIPMLTGEVIPVMELLASMKSHSVPEDIDIADTVLNDDDIGDSCHEGFLLNAISSHLQTCGCSVVVGSSAEKVNKIVRTLCLFLTPAERKCSRLCEAESSFKYESGLFVQGLLKDATGSFVLPFRQVMY.... Result: 0 (no interaction). (9) The miRNA is hsa-miR-8057 with sequence GUGGCUCUGUAGUAAGAUGGA. The protein sequence of the target gene is MAAYSWWRQPSWMVDNKRSRMTPNLPWLLSALTLLHLTMHANGLKRGVQDLKCTTNNMRVWDCTWPAPLGVSPGTVKDICIKDRFHSCHPLETTNVKIPALSPGDHEVTINYLNGFQSKFTLNEKDVSLIPETPEILDLSADFFTSSLLLKWNDRGSALPHPSNATWEIKVLQNPRTEPVALVLLNTMLSGKDTVQHWNWTSDLPLQCATHSVSIRWHIDSPHFSGYKEWSDWSPLKNISWIRNTETNVFPQDKVVLAGSNMTICCMSPTKVLSGQIGNTLRPLIHLYGQTVAIHILNIP.... Result: 0 (no interaction).